Dataset: Catalyst prediction with 721,799 reactions and 888 catalyst types from USPTO. Task: Predict which catalyst facilitates the given reaction. (1) Reactant: [C:1]([SiH2:5][O:6][C:7]([CH3:30])([CH3:29])[C:8]1[CH:17]=[C:16]2[C:11]([C:12]([NH:22][C:23]3[CH:27]=[C:26]([CH3:28])[NH:25][N:24]=3)=[N:13][N:14]([CH:19]([CH3:21])[CH3:20])[C:15]2=[O:18])=[CH:10][CH:9]=1)([CH3:4])([CH3:3])[CH3:2].[H-].[Na+].[C:33](O[C:33]([O:35][C:36]([CH3:39])([CH3:38])[CH3:37])=[O:34])([O:35][C:36]([CH3:39])([CH3:38])[CH3:37])=[O:34]. Product: [C:36]([O:35][C:33]([N:25]1[C:26]([CH3:28])=[CH:27][C:23]([N:22]([C:33]([O:35][C:36]([CH3:39])([CH3:38])[CH3:37])=[O:34])[C:12]2[C:11]3[C:16](=[CH:17][C:8]([C:7]([CH3:30])([CH3:29])[O:6][SiH2:5][C:1]([CH3:2])([CH3:3])[CH3:4])=[CH:9][CH:10]=3)[C:15](=[O:18])[N:14]([CH:19]([CH3:21])[CH3:20])[N:13]=2)=[N:24]1)=[O:34])([CH3:39])([CH3:38])[CH3:37]. The catalyst class is: 9. (2) Reactant: [OH:1][CH2:2][C@H:3]1[O:16][C:6]2=[N:7][C:8]3[CH:13]=[C:12]([C:14]#[N:15])[CH:11]=[CH:10][C:9]=3[N:5]2[CH2:4]1.[C:17]([C:21]1[N:26]=[CH:25][C:24](O)=[CH:23][CH:22]=1)([CH3:20])([CH3:19])[CH3:18].C1(P(C2C=CC=CC=2)C2C=CC=CC=2)C=CC=CC=1.CC(OC(/N=N/C(OC(C)C)=O)=O)C. Product: [C:17]([C:21]1[N:26]=[CH:25][C:24]([O:1][CH2:2][C@H:3]2[O:16][C:6]3=[N:7][C:8]4[CH:13]=[C:12]([C:14]#[N:15])[CH:11]=[CH:10][C:9]=4[N:5]3[CH2:4]2)=[CH:23][CH:22]=1)([CH3:20])([CH3:19])[CH3:18]. The catalyst class is: 4.